From a dataset of Forward reaction prediction with 1.9M reactions from USPTO patents (1976-2016). Predict the product of the given reaction. (1) Given the reactants S(Cl)(Cl)=O.[OH:5][C:6]1[C:11]([CH:12]([CH2:16][CH2:17][CH3:18])[C:13]([OH:15])=[O:14])=[C:10]([OH:19])[N:9]=[C:8]([N:20]2[CH2:25][CH2:24][CH2:23][CH2:22][CH2:21]2)[N:7]=1.[CH3:26]O, predict the reaction product. The product is: [O:5]=[C:6]1[CH:11]([CH:12]([CH2:16][CH2:17][CH3:18])[C:13]([O:15][CH3:26])=[O:14])[C:10](=[O:19])[NH:9][C:8]([N:20]2[CH2:25][CH2:24][CH2:23][CH2:22][CH2:21]2)=[N:7]1. (2) Given the reactants [CH2:1]([OH:9])[CH2:2][CH2:3][CH2:4][CH2:5][CH2:6][CH2:7][CH3:8].[CH:10]([Cl:13])([Cl:12])[Cl:11], predict the reaction product. The product is: [CH2:1]([OH:9])[CH2:2][CH2:3][CH2:4][CH2:5][CH2:6][CH2:7][CH3:8].[CH:10]([Cl:13])([Cl:12])[Cl:11]. (3) Given the reactants Cl.[CH:2]1([CH2:5][O:6][C:7]2[CH:12]=[CH:11][C:10]([O:13][CH3:14])=[CH:9][C:8]=2[C:15]2[CH:20]=[CH:19][N:18]=[C:17]3[C:21]([C:25]([NH:27][CH:28]4[CH2:33][CH2:32][NH:31][CH2:30][CH2:29]4)=[O:26])=[C:22]([CH3:24])[NH:23][C:16]=23)[CH2:4][CH2:3]1.C([O:37][C@@H:38]([CH3:42])[C:39](Cl)=[O:40])(=O)C, predict the reaction product. The product is: [CH:2]1([CH2:5][O:6][C:7]2[CH:12]=[CH:11][C:10]([O:13][CH3:14])=[CH:9][C:8]=2[C:15]2[CH:20]=[CH:19][N:18]=[C:17]3[C:21]([C:25]([NH:27][CH:28]4[CH2:29][CH2:30][N:31]([C:39](=[O:40])[C@@H:38]([OH:37])[CH3:42])[CH2:32][CH2:33]4)=[O:26])=[C:22]([CH3:24])[NH:23][C:16]=23)[CH2:4][CH2:3]1. (4) Given the reactants [C:1]1([C:24]2[CH:29]=[CH:28][CH:27]=[CH:26][CH:25]=2)[CH:6]=[CH:5][C:4]([CH2:7][C@@H:8]([NH:17][C:18](=[O:23])[C:19]([NH:21][NH2:22])=[O:20])[CH2:9][C@@H:10]([CH3:16])[C:11]([O:13][CH2:14][CH3:15])=[O:12])=[CH:3][CH:2]=1.C1N=CN([C:35](N2C=NC=C2)=[O:36])C=1, predict the reaction product. The product is: [C:1]1([C:24]2[CH:29]=[CH:28][CH:27]=[CH:26][CH:25]=2)[CH:6]=[CH:5][C:4]([CH2:7][C@@H:8]([NH:17][C:18]([C:19]2[O:20][C:35](=[O:36])[NH:22][N:21]=2)=[O:23])[CH2:9][C@@H:10]([CH3:16])[C:11]([O:13][CH2:14][CH3:15])=[O:12])=[CH:3][CH:2]=1. (5) Given the reactants [CH3:1][N:2]([S:12]([C:15]1[CH:20]=[CH:19][C:18]([O:21][CH2:22][C:23]2[C:32]3[C:27](=[CH:28][CH:29]=[CH:30][CH:31]=3)[N:26]=[C:25]([CH3:33])[CH:24]=2)=[CH:17][CH:16]=1)(=[O:14])=[O:13])[CH:3]1[CH2:8][CH2:7][O:6][CH2:5][CH:4]1[C:9]([OH:11])=O.[NH2:34][OH:35], predict the reaction product. The product is: [OH:35][NH:34][C:9]([C@H:4]1[C@H:3]([N:2]([CH3:1])[S:12]([C:15]2[CH:20]=[CH:19][C:18]([O:21][CH2:22][C:23]3[C:32]4[C:27](=[CH:28][CH:29]=[CH:30][CH:31]=4)[N:26]=[C:25]([CH3:33])[CH:24]=3)=[CH:17][CH:16]=2)(=[O:14])=[O:13])[CH2:8][CH2:7][O:6][CH2:5]1)=[O:11]. (6) Given the reactants [Cl:1][C:2]1[CH:3]=[C:4]([C:9]2[S:13][C:12]([C:14](O)=[O:15])=[N:11][C:10]=2[C:17]2[CH:22]=[CH:21][C:20]([F:23])=[C:19]([C:24]#[N:25])[CH:18]=2)[CH:5]=[C:6]([F:8])[CH:7]=1.C1CN([P+](ON2N=[N:50][C:45]3C=CC=CC2=3)(N2CCCC2)N2CCCC2)CC1.F[P-](F)(F)(F)(F)F.C([N:62](CC)C(C)C)(C)C.[O:68]1CC[CH2:70][CH2:69]1, predict the reaction product. The product is: [Cl:1][C:2]1[CH:3]=[C:4]([C:9]2[S:13][C:12]([C:14]([N:62]3[CH2:70][C:69](=[O:68])[NH:50][CH2:45]3)=[O:15])=[N:11][C:10]=2[C:17]2[CH:22]=[CH:21][C:20]([F:23])=[C:19]([C:24]#[N:25])[CH:18]=2)[CH:5]=[C:6]([F:8])[CH:7]=1. (7) Given the reactants C(Cl)(=O)C(Cl)=O.CS(C)=O.[Br:11][C:12]1[C:13]([F:32])=[CH:14][C:15]([F:31])=[C:16]([C@@:18]([NH:23][C:24](=[O:30])[O:25][C:26]([CH3:29])([CH3:28])[CH3:27])([CH2:20][CH2:21][OH:22])[CH3:19])[CH:17]=1.C(N(CC)CC)C, predict the reaction product. The product is: [Br:11][C:12]1[C:13]([F:32])=[CH:14][C:15]([F:31])=[C:16]([C@@:18]([NH:23][C:24](=[O:30])[O:25][C:26]([CH3:27])([CH3:28])[CH3:29])([CH2:20][CH:21]=[O:22])[CH3:19])[CH:17]=1.